Predict which catalyst facilitates the given reaction. From a dataset of Catalyst prediction with 721,799 reactions and 888 catalyst types from USPTO. (1) Reactant: [CH3:1][S:2]([C:5]1[CH:10]=[CH:9][C:8]([N:11]2[C:15]3=[N:16][CH:17]=[N:18][C:19]([O:20][CH:21]4[CH2:26][CH2:25][NH:24][CH2:23][CH2:22]4)=[C:14]3[CH:13]=[N:12]2)=[CH:7][CH:6]=1)(=[O:4])=[O:3].C(N(CC)CC)C.Cl.[C:35](Cl)(=[O:42])[C:36]1[CH:41]=[CH:40][CH:39]=[N:38][CH:37]=1. Product: [CH3:1][S:2]([C:5]1[CH:10]=[CH:9][C:8]([N:11]2[C:15]3=[N:16][CH:17]=[N:18][C:19]([O:20][CH:21]4[CH2:26][CH2:25][N:24]([C:35]([C:36]5[CH:37]=[N:38][CH:39]=[CH:40][CH:41]=5)=[O:42])[CH2:23][CH2:22]4)=[C:14]3[CH:13]=[N:12]2)=[CH:7][CH:6]=1)(=[O:3])=[O:4]. The catalyst class is: 3. (2) Product: [Br:24][C:25]1[CH:26]=[C:27]([CH:31]=[CH:32][C:33]=1[Br:34])[C:28]([NH:35][CH2:36][CH2:37][CH2:38][CH2:39][CH2:40][C:41]([OH:43])=[O:42])=[O:30]. The catalyst class is: 169. Reactant: ON1C(=O)CCC1=O.C1(N=C=NC2CCCCC2)CCCCC1.[Br:24][C:25]1[CH:26]=[C:27]([CH:31]=[CH:32][C:33]=1[Br:34])[C:28]([OH:30])=O.[NH2:35][CH2:36][CH2:37][CH2:38][CH2:39][CH2:40][C:41]([OH:43])=[O:42].C(N(CC)C(C)C)(C)C. (3) Reactant: [N+:1]([C:4]1[CH:5]=[CH:6][C:7]([CH3:11])=[C:8]([OH:10])[CH:9]=1)([O-])=O.C(=O)([O-])[O-].[K+].[K+].[CH2:18](Br)[C:19]1[CH:24]=[CH:23][CH:22]=[CH:21][CH:20]=1. Product: [CH2:18]([O:10][C:8]1[CH:9]=[C:4]([CH:5]=[CH:6][C:7]=1[CH3:11])[NH2:1])[C:19]1[CH:24]=[CH:23][CH:22]=[CH:21][CH:20]=1. The catalyst class is: 3. (4) The catalyst class is: 39. Reactant: [Cl:1][C:2]1[CH:3]=[C:4]([CH2:11][O:12][CH3:13])[C:5]([C:8]([OH:10])=O)=[N:6][CH:7]=1.[C:14]([O:18][C:19](=[O:38])[NH:20][C:21]1[CH2:22][O:23][CH2:24][C@:25]([C:30]2[CH:35]=[C:34]([NH2:36])[CH:33]=[CH:32][C:31]=2[F:37])([CH:27]([F:29])[F:28])[N:26]=1)([CH3:17])([CH3:16])[CH3:15].C1C=NC2N(O)N=NC=2C=1.CCN(C(C)C)C(C)C.C(Cl)CCl. Product: [C:14]([O:18][C:19](=[O:38])[NH:20][C:21]1[CH2:22][O:23][CH2:24][C@:25]([C:30]2[CH:35]=[C:34]([NH:36][C:8]([C:5]3[C:4]([CH2:11][O:12][CH3:13])=[CH:3][C:2]([Cl:1])=[CH:7][N:6]=3)=[O:10])[CH:33]=[CH:32][C:31]=2[F:37])([CH:27]([F:29])[F:28])[N:26]=1)([CH3:17])([CH3:15])[CH3:16]. (5) Reactant: [CH3:1][O:2][C:3]1[CH:8]=[CH:7][N:6]=[C:5]([O:9][C@H:10]2[CH2:15][N:14](C(OC(C)(C)C)=O)[C@H:13]([CH3:23])[CH2:12][CH2:11]2)[CH:4]=1.Cl. Product: [CH3:1][O:2][C:3]1[CH:8]=[CH:7][N:6]=[C:5]([O:9][C@@H:10]2[CH2:11][CH2:12][C@@H:13]([CH3:23])[NH:14][CH2:15]2)[CH:4]=1. The catalyst class is: 135. (6) Reactant: [NH2:1][C:2]1[CH:7]=[CH:6][C:5]([Br:8])=[CH:4][N:3]=1.C1C(=O)[N:13](Cl)[C:11](=O)C1.[OH-].[Na+]. Product: [NH2:1][C:2]1[N:3]=[CH:4][C:5]([Br:8])=[CH:6][C:7]=1[C:11]#[N:13]. The catalyst class is: 3. (7) The catalyst class is: 1. Reactant: [C:1]([O:5][C:6]([N:8]1[CH2:12][CH2:11][CH2:10][C:9]1=[O:13])=[O:7])([CH3:4])([CH3:3])[CH3:2].[Li+].C[Si]([N-][Si](C)(C)C)(C)C.[C:24](Cl)(=[O:31])[C:25]1[CH:30]=[CH:29][CH:28]=[CH:27][CH:26]=1. Product: [C:1]([O:5][C:6]([N:8]1[CH2:12][CH2:11][CH:10]([C:24](=[O:31])[C:25]2[CH:30]=[CH:29][CH:28]=[CH:27][CH:26]=2)[C:9]1=[O:13])=[O:7])([CH3:4])([CH3:2])[CH3:3].